This data is from Catalyst prediction with 721,799 reactions and 888 catalyst types from USPTO. The task is: Predict which catalyst facilitates the given reaction. (1) Product: [CH3:1][O:2][C:3]([C:5]1([CH2:20][OH:21])[CH:9]([CH3:10])[C:8](=[O:11])[N:7]([C:12]2[C:17]([CH3:18])=[CH:16][CH:15]=[CH:14][C:13]=2[CH3:19])[CH2:6]1)=[O:4]. Reactant: [CH3:1][O:2][C:3]([C:5]1([CH2:20][O:21]CC2C=CC(OC)=CC=2)[CH:9]([CH3:10])[C:8](=[O:11])[N:7]([C:12]2[C:17]([CH3:18])=[CH:16][CH:15]=[CH:14][C:13]=2[CH3:19])[CH2:6]1)=[O:4].C(Cl)Cl.O.ClC1C(=O)C(C#N)=C(C#N)C(=O)C=1Cl. The catalyst class is: 2. (2) Reactant: C(N(C(C)C)C(C)C)C.[NH:10]1[CH2:14][CH2:13][CH2:12][CH2:11]1.[C:15]([C:17]1[CH:22]=[CH:21][C:20]([NH:23][CH:24]([C:30]2[CH:35]=[C:34]([CH2:36]OS(C)(=O)=O)[CH:33]=[C:32]([O:42][CH2:43][CH3:44])[CH:31]=2)[C:25]([O:27][CH2:28][CH3:29])=[O:26])=[CH:19][CH:18]=1)#[N:16]. Product: [C:15]([C:17]1[CH:22]=[CH:21][C:20]([NH:23][CH:24]([C:30]2[CH:35]=[C:34]([CH2:36][N:10]3[CH2:14][CH2:13][CH2:12][CH2:11]3)[CH:33]=[C:32]([O:42][CH2:43][CH3:44])[CH:31]=2)[C:25]([O:27][CH2:28][CH3:29])=[O:26])=[CH:19][CH:18]=1)#[N:16]. The catalyst class is: 1.